This data is from NCI-60 drug combinations with 297,098 pairs across 59 cell lines. The task is: Regression. Given two drug SMILES strings and cell line genomic features, predict the synergy score measuring deviation from expected non-interaction effect. (1) Cell line: HCT116. Drug 2: CN1C(=O)N2C=NC(=C2N=N1)C(=O)N. Drug 1: C1=CC(=CC=C1CCCC(=O)O)N(CCCl)CCCl. Synergy scores: CSS=41.3, Synergy_ZIP=0.0672, Synergy_Bliss=-0.876, Synergy_Loewe=-8.21, Synergy_HSA=-1.84. (2) Drug 1: CC1=C2C(C(=O)C3(C(CC4C(C3C(C(C2(C)C)(CC1OC(=O)C(C(C5=CC=CC=C5)NC(=O)OC(C)(C)C)O)O)OC(=O)C6=CC=CC=C6)(CO4)OC(=O)C)OC)C)OC. Drug 2: CC1C(C(CC(O1)OC2CC(CC3=C2C(=C4C(=C3O)C(=O)C5=C(C4=O)C(=CC=C5)OC)O)(C(=O)CO)O)N)O.Cl. Cell line: HOP-92. Synergy scores: CSS=52.7, Synergy_ZIP=-8.45, Synergy_Bliss=-11.3, Synergy_Loewe=-4.16, Synergy_HSA=-3.13. (3) Drug 1: CCCS(=O)(=O)NC1=C(C(=C(C=C1)F)C(=O)C2=CNC3=C2C=C(C=N3)C4=CC=C(C=C4)Cl)F. Drug 2: C1C(C(OC1N2C=NC(=NC2=O)N)CO)O. Cell line: BT-549. Synergy scores: CSS=15.4, Synergy_ZIP=-2.64, Synergy_Bliss=1.89, Synergy_Loewe=-10.8, Synergy_HSA=-0.182. (4) Drug 1: CC(CN1CC(=O)NC(=O)C1)N2CC(=O)NC(=O)C2. Drug 2: COC1=CC(=CC(=C1O)OC)C2C3C(COC3=O)C(C4=CC5=C(C=C24)OCO5)OC6C(C(C7C(O6)COC(O7)C8=CC=CS8)O)O. Cell line: MCF7. Synergy scores: CSS=31.4, Synergy_ZIP=-2.10, Synergy_Bliss=-2.13, Synergy_Loewe=-5.26, Synergy_HSA=2.36. (5) Drug 1: CNC(=O)C1=NC=CC(=C1)OC2=CC=C(C=C2)NC(=O)NC3=CC(=C(C=C3)Cl)C(F)(F)F. Drug 2: C1C(C(OC1N2C=NC3=C2NC=NCC3O)CO)O. Cell line: CCRF-CEM. Synergy scores: CSS=8.82, Synergy_ZIP=0.455, Synergy_Bliss=2.59, Synergy_Loewe=5.77, Synergy_HSA=2.80. (6) Drug 1: C1CN(P(=O)(OC1)NCCCl)CCCl. Synergy scores: CSS=0.0785, Synergy_ZIP=-1.17, Synergy_Bliss=-1.98, Synergy_Loewe=-3.46, Synergy_HSA=-2.21. Cell line: MDA-MB-231. Drug 2: COCCOC1=C(C=C2C(=C1)C(=NC=N2)NC3=CC=CC(=C3)C#C)OCCOC.Cl. (7) Drug 1: COC1=NC(=NC2=C1N=CN2C3C(C(C(O3)CO)O)O)N. Drug 2: CC1=C(C(=O)C2=C(C1=O)N3CC4C(C3(C2COC(=O)N)OC)N4)N. Cell line: MDA-MB-231. Synergy scores: CSS=1.91, Synergy_ZIP=-2.32, Synergy_Bliss=1.21, Synergy_Loewe=-10.6, Synergy_HSA=-0.907.